Predict the reactants needed to synthesize the given product. From a dataset of Full USPTO retrosynthesis dataset with 1.9M reactions from patents (1976-2016). Given the product [NH2:8][C:7]1[C:2]([NH:17][CH2:18][C@H:19]([NH:23][C:24]([O:26][C:27]([CH3:30])([CH3:29])[CH3:28])=[O:25])[C:20]([OH:22])=[O:21])=[N:3][CH:4]=[N:5][C:6]=1[Cl:9], predict the reactants needed to synthesize it. The reactants are: Cl[C:2]1[C:7]([NH2:8])=[C:6]([Cl:9])[N:5]=[CH:4][N:3]=1.C(N(CC)CC)C.[NH2:17][CH2:18][C@H:19]([NH:23][C:24]([O:26][C:27]([CH3:30])([CH3:29])[CH3:28])=[O:25])[C:20]([OH:22])=[O:21].CCO.